From a dataset of Peptide-MHC class I binding affinity with 185,985 pairs from IEDB/IMGT. Regression. Given a peptide amino acid sequence and an MHC pseudo amino acid sequence, predict their binding affinity value. This is MHC class I binding data. (1) The peptide sequence is SVFELSNFA. The MHC is HLA-A02:01 with pseudo-sequence HLA-A02:01. The binding affinity (normalized) is 0.808. (2) The peptide sequence is KRQQELLR. The MHC is HLA-B27:05 with pseudo-sequence HLA-B27:05. The binding affinity (normalized) is 0.210.